From a dataset of Full USPTO retrosynthesis dataset with 1.9M reactions from patents (1976-2016). Predict the reactants needed to synthesize the given product. (1) Given the product [CH2:1]([O:3][C:4]1[CH:9]=[CH:8][C:7]([C:14]2[S:18][C:17]([S:19]([OH:22])(=[O:21])=[O:20])=[CH:16][CH:15]=2)=[CH:6][CH:5]=1)[CH3:2], predict the reactants needed to synthesize it. The reactants are: [CH2:1]([O:3][C:4]1[CH:9]=[CH:8][C:7](B(O)O)=[CH:6][CH:5]=1)[CH3:2].Br[C:14]1[S:18][C:17]([S:19]([OH:22])(=[O:21])=[O:20])=[CH:16][CH:15]=1.C(=O)([O-])[O-].[K+].[K+].C(COC)OC. (2) Given the product [F:19][CH2:18][C@@H:16]1[O:15][CH2:14][C@:12]2([C:20]3[CH:25]=[CH:24][CH:23]=[CH:22][C:21]=3[F:26])[N:13]=[C:8]([NH2:7])[S:9][CH2:10][C@@H:11]2[CH2:17]1, predict the reactants needed to synthesize it. The reactants are: C(OC(=O)[NH:7][C:8]1[S:9][CH2:10][C@@H:11]2[CH2:17][C@H:16]([CH2:18][F:19])[O:15][CH2:14][C@:12]2([C:20]2[CH:25]=[CH:24][CH:23]=[CH:22][C:21]=2[F:26])[N:13]=1)(C)(C)C.FC(F)(F)C(O)=O.FC1C=CC=CC=1[C@]12CO[C@@H](COC(C)C)C[C@H]1CSC(N)=N2.